From a dataset of Forward reaction prediction with 1.9M reactions from USPTO patents (1976-2016). Predict the product of the given reaction. (1) Given the reactants [Br:1][C:2]1[CH:3]=[N:4][CH:5]=[C:6]([CH:10]=1)[C:7]([OH:9])=[O:8].[C:11](OC(OC(O[C:11]([CH3:14])([CH3:13])[CH3:12])=O)=O)([CH3:14])([CH3:13])[CH3:12].C(N(CC)CC)C.N1(C2C=CN=CC=2)CCCC1, predict the reaction product. The product is: [Br:1][C:2]1[CH:3]=[N:4][CH:5]=[C:6]([CH:10]=1)[C:7]([O:9][C:11]([CH3:14])([CH3:13])[CH3:12])=[O:8]. (2) Given the reactants Cl.[CH2:2]([N:4]([CH2:8][CH3:9])[CH2:5][CH2:6]Cl)[CH3:3].[OH:10][C:11]1[CH:16]=[CH:15][C:14]([C:17](=[O:21])[CH2:18][CH2:19][CH3:20])=[CH:13][CH:12]=1.C(=O)([O-])[O-].[K+].[K+], predict the reaction product. The product is: [CH2:2]([N:4]([CH2:8][CH3:9])[CH2:5][CH2:6][O:10][C:11]1[CH:12]=[CH:13][C:14]([C:17](=[O:21])[CH2:18][CH2:19][CH3:20])=[CH:15][CH:16]=1)[CH3:3]. (3) Given the reactants C(OC([N:8]1[CH2:13][CH2:12][N:11]([C:14]2[CH:15]=[C:16]3[C:25](=[CH:26][C:27]=2[C:28]2[CH:33]=[CH:32][CH:31]=[CH:30][C:29]=2[F:34])[O:24][CH2:23][C:22]2[N:17]3[CH:18]([CH3:36])[C:19](=[O:35])[NH:20][N:21]=2)[CH2:10][CH2:9]1)=O)(C)(C)C.[ClH:37], predict the reaction product. The product is: [ClH:37].[F:34][C:29]1[CH:30]=[CH:31][CH:32]=[CH:33][C:28]=1[C:27]1[CH:26]=[C:25]2[C:16]([N:17]3[C:22]([CH2:23][O:24]2)=[N:21][NH:20][C:19](=[O:35])[CH:18]3[CH3:36])=[CH:15][C:14]=1[N:11]1[CH2:10][CH2:9][NH:8][CH2:13][CH2:12]1. (4) Given the reactants [H-].[Na+].[Br:3][C:4]1[CH:9]=[CH:8][CH:7]=[CH:6][C:5]=1[OH:10].CS(O[CH:16]1[CH2:20][CH2:19][N:18]([CH2:21][C:22]2[CH:27]=[CH:26][C:25]([F:28])=[CH:24][CH:23]=2)[CH2:17]1)(=O)=O, predict the reaction product. The product is: [Br:3][C:4]1[CH:9]=[CH:8][CH:7]=[CH:6][C:5]=1[O:10][CH:17]1[CH2:16][CH2:20][CH2:19][N:18]1[CH2:21][C:22]1[CH:27]=[CH:26][C:25]([F:28])=[CH:24][CH:23]=1. (5) The product is: [C:1]([N:14]1[CH2:19][CH2:18][CH2:17][CH2:16][CH:15]1[CH2:20][CH2:21][O:22][C:23]1[CH:24]=[CH:25][C:26]([C:29]2[NH:33][C:32]3[CH:34]=[CH:35][C:36]([C:38]([NH2:40])=[O:39])=[CH:37][C:31]=3[N:30]=2)=[CH:27][CH:28]=1)(=[O:8])[C:2]1[CH:7]=[CH:6][CH:5]=[CH:4][CH:3]=1. Given the reactants [C:1](O)(=[O:8])[C:2]1[CH:7]=[CH:6][CH:5]=[CH:4][CH:3]=1.C(Cl)CCl.[NH:14]1[CH2:19][CH2:18][CH2:17][CH2:16][CH:15]1[CH2:20][CH2:21][O:22][C:23]1[CH:28]=[CH:27][C:26]([C:29]2[NH:33][C:32]3[CH:34]=[CH:35][C:36]([C:38]([NH2:40])=[O:39])=[CH:37][C:31]=3[N:30]=2)=[CH:25][CH:24]=1, predict the reaction product. (6) The product is: [NH2:16][C:13]1[CH:14]=[CH:15][C:10]([C:9]([NH:8][CH2:7][CH2:6][O:5][C:4]2[CH:22]=[CH:23][CH:24]=[CH:25][C:3]=2[O:2][CH3:1])=[O:21])=[CH:11][C:12]=1[NH:19][CH3:20]. Given the reactants [CH3:1][O:2][C:3]1[CH:25]=[CH:24][CH:23]=[CH:22][C:4]=1[O:5][CH2:6][CH2:7][NH:8][C:9](=[O:21])[C:10]1[CH:15]=[CH:14][C:13]([N+:16]([O-])=O)=[C:12]([NH:19][CH3:20])[CH:11]=1, predict the reaction product.